This data is from Merck oncology drug combination screen with 23,052 pairs across 39 cell lines. The task is: Regression. Given two drug SMILES strings and cell line genomic features, predict the synergy score measuring deviation from expected non-interaction effect. Drug 1: N#Cc1ccc(Cn2cncc2CN2CCN(c3cccc(Cl)c3)C(=O)C2)cc1. Drug 2: CNC(=O)c1cc(Oc2ccc(NC(=O)Nc3ccc(Cl)c(C(F)(F)F)c3)cc2)ccn1. Cell line: MDAMB436. Synergy scores: synergy=-10.2.